This data is from TCR-epitope binding with 47,182 pairs between 192 epitopes and 23,139 TCRs. The task is: Binary Classification. Given a T-cell receptor sequence (or CDR3 region) and an epitope sequence, predict whether binding occurs between them. (1) The epitope is LLQTGIHVRVSQPSL. The TCR CDR3 sequence is CASSNWGDQPQHF. Result: 0 (the TCR does not bind to the epitope). (2) Result: 1 (the TCR binds to the epitope). The epitope is EIYKRWII. The TCR CDR3 sequence is CASSPLDGFRDEQFF. (3) The epitope is FQPTNGVGY. The TCR CDR3 sequence is CASSQVTLPTETRYF. Result: 0 (the TCR does not bind to the epitope). (4) The epitope is SEISMDNSPNL. The TCR CDR3 sequence is CATSDLSAPTDTQYF. Result: 1 (the TCR binds to the epitope). (5) The epitope is ATDALMTGY. The TCR CDR3 sequence is CASNPAGQLETQYF. Result: 1 (the TCR binds to the epitope).